Dataset: Forward reaction prediction with 1.9M reactions from USPTO patents (1976-2016). Task: Predict the product of the given reaction. Given the reactants [CH3:1][O:2][C:3]1[CH:4]=[C:5]([C:13]2[CH:18]=[C:17]([CH2:19][N:20]3[CH2:25][CH2:24][C:23](=O)[CH2:22][CH2:21]3)[CH:16]=[CH:15][N:14]=2)[CH:6]=[C:7]([O:11][CH3:12])[C:8]=1[O:9][CH3:10].[CH3:27][NH2:28].O, predict the reaction product. The product is: [CH3:27][NH:28][CH:23]1[CH2:24][CH2:25][N:20]([CH2:19][C:17]2[CH:16]=[CH:15][N:14]=[C:13]([C:5]3[CH:6]=[C:7]([O:11][CH3:12])[C:8]([O:9][CH3:10])=[C:3]([O:2][CH3:1])[CH:4]=3)[CH:18]=2)[CH2:21][CH2:22]1.